From a dataset of Full USPTO retrosynthesis dataset with 1.9M reactions from patents (1976-2016). Predict the reactants needed to synthesize the given product. Given the product [F:1][CH2:2][C:3]1[N:8]2[CH:9]=[C:10]([N+:14]([O-:16])=[O:15])[CH:11]=[C:12]([CH3:13])[C:7]2=[N:6][N:5]=1, predict the reactants needed to synthesize it. The reactants are: [F:1][CH2:2][C:3]([NH:5][NH:6][C:7]1[C:12]([CH3:13])=[CH:11][C:10]([N+:14]([O-:16])=[O:15])=[CH:9][N:8]=1)=O.CCN(C(C)C)C(C)C.O=P(Cl)(Cl)Cl.